This data is from Reaction yield outcomes from USPTO patents with 853,638 reactions. The task is: Predict the reaction yield, written as a fraction of the theoretical maximum amount of product (1.0 means a 100% yield; for example, 0.34 means a 34% yield). (1) The reactants are [C:1]1([C:14]2[CH:19]=[CH:18][CH:17]=[CH:16][CH:15]=2)[CH:6]=[CH:5][C:4]([C:7](=[O:13])[CH2:8][CH2:9][CH2:10][CH:11]=[CH2:12])=[CH:3][CH:2]=1.B(F)(F)F.CC[O:26]CC.[OH-].[Na+].OO.C([O-])([O-])=O.[K+].[K+]. The catalyst is [BH4-].[Na+].COCCOCCOC.O. The product is [C:1]1([C:14]2[CH:15]=[CH:16][CH:17]=[CH:18][CH:19]=2)[CH:2]=[CH:3][C:4]([CH:7]([OH:13])[CH2:8][CH2:9][CH2:10][CH2:11][CH2:12][OH:26])=[CH:5][CH:6]=1. The yield is 0.650. (2) The reactants are [C:1]1([CH2:7][CH2:8][NH:9][S:10]([NH:13]C(=O)OCC2C=CC=CC=2)(=[O:12])=[O:11])[CH:6]=[CH:5][CH:4]=[CH:3][CH:2]=1. The catalyst is C(O)C.[C].[Pd]. The product is [C:1]1([CH2:7][CH2:8][NH:9][S:10]([NH2:13])(=[O:12])=[O:11])[CH:2]=[CH:3][CH:4]=[CH:5][CH:6]=1. The yield is 0.930. (3) The reactants are [CH3:1][S:2](Cl)(=[O:4])=[O:3].Cl.[Cl:7][CH2:8][CH2:9][NH2:10].[Cl:11][CH2:12][CH2:13]N.C(N(CC)CC)C. The catalyst is ClCCl.O1CCCC1. The product is [Cl:7][CH2:8][CH2:9][N:10]([CH2:13][CH2:12][Cl:11])[S:2]([CH3:1])(=[O:4])=[O:3]. The yield is 0.820. (4) The reactants are C(OC(=O)[NH:10][CH:11]([CH:15]([C:17](=[O:22])[NH:18][CH:19]1[CH2:21][CH2:20]1)[OH:16])[CH2:12][CH2:13][CH3:14])C1C=CC=CC=1. The catalyst is CO. The product is [CH:19]1([NH:18][C:17](=[O:22])[CH:15]([OH:16])[CH:11]([NH2:10])[CH2:12][CH2:13][CH3:14])[CH2:21][CH2:20]1. The yield is 0.970. (5) The reactants are CCN(C(C)C)C(C)C.CS(O[CH2:15][CH2:16][O:17][C:18]1[CH:23]=[CH:22][C:21]([CH:24]2[CH2:29][CH2:28][N:27]([C:30]3[CH2:31][CH2:32][C:33]4[N:34]([C:36]([C:39]([F:42])([F:41])[F:40])=[N:37][N:38]=4)[N:35]=3)[CH2:26][CH2:25]2)=[CH:20][CH:19]=1)(=O)=O.[CH2:43]([N:45]1[CH2:50][CH2:49][NH:48][CH2:47][C:46]1=[O:51])[CH3:44]. The catalyst is CN(C=O)C.C(Cl)Cl. The product is [CH2:43]([N:45]1[CH2:50][CH2:49][N:48]([CH2:15][CH2:16][O:17][C:18]2[CH:23]=[CH:22][C:21]([CH:24]3[CH2:25][CH2:26][N:27]([C:30]4[CH2:31][CH2:32][C:33]5[N:34]([C:36]([C:39]([F:41])([F:40])[F:42])=[N:37][N:38]=5)[N:35]=4)[CH2:28][CH2:29]3)=[CH:20][CH:19]=2)[CH2:47][C:46]1=[O:51])[CH3:44]. The yield is 0.361. (6) The reactants are [OH-].[Na+].[C:3]([C:5]1[CH:6]=[C:7](B(O)O)[CH:8]=[CH:9][CH:10]=1)#[N:4].Br[C:15]1[CH:24]=[C:23]2[C:18]([CH:19]=[CH:20][NH:21][C:22]2=[O:25])=[CH:17][CH:16]=1. The catalyst is O.CO.C([O-])(=O)C.[Pd+2].C([O-])(=O)C. The product is [C:3]([C:5]1[CH:6]=[C:7]([C:15]2[CH:24]=[C:23]3[C:18]([CH:19]=[CH:20][NH:21][C:22]3=[O:25])=[CH:17][CH:16]=2)[CH:8]=[CH:9][CH:10]=1)#[N:4]. The yield is 0.990.